Dataset: Reaction yield outcomes from USPTO patents with 853,638 reactions. Task: Predict the reaction yield, written as a fraction of the theoretical maximum amount of product (1.0 means a 100% yield; for example, 0.34 means a 34% yield). (1) The reactants are [C:1]([NH:4][C:5]1[NH:6][C:7](=[O:33])[C:8]2[S:13][C:12](=[O:14])[N:11]([C@@H:15]3[O:27][C@H:26]([CH2:28][O:29][C:30](=[O:32])[CH3:31])[C@@H:21]([O:22][C:23](=[O:25])[CH3:24])[C@H:16]3[O:17][C:18](=[O:20])[CH3:19])[C:9]=2[N:10]=1)(=[O:3])[CH3:2].[CH:34]([C:37]1[CH:42]=[C:41]([CH:43]([CH3:45])[CH3:44])[CH:40]=[C:39]([CH:46]([CH3:48])[CH3:47])[C:38]=1[S:49](Cl)(=[O:51])=[O:50])([CH3:36])[CH3:35]. The catalyst is C(Cl)Cl.CN(C1C=CN=CC=1)C. The product is [C:1]([NH:4][C:5]1[N:6]=[C:7]([O:33][S:49]([C:38]2[C:39]([CH:46]([CH3:47])[CH3:48])=[CH:40][C:41]([CH:43]([CH3:45])[CH3:44])=[CH:42][C:37]=2[CH:34]([CH3:36])[CH3:35])(=[O:51])=[O:50])[C:8]2[S:13][C:12](=[O:14])[N:11]([C@@H:15]3[O:27][C@H:26]([CH2:28][O:29][C:30](=[O:32])[CH3:31])[C@@H:21]([O:22][C:23](=[O:25])[CH3:24])[C@H:16]3[O:17][C:18](=[O:20])[CH3:19])[C:9]=2[N:10]=1)(=[O:3])[CH3:2]. The yield is 0.920. (2) The reactants are C([O:5][C:6]([CH:8]1[CH:12]([C:13]2[CH:18]=[CH:17][CH:16]=[C:15]([Cl:19])[C:14]=2[F:20])[C:11]([C:23]2[CH:28]=[CH:27][C:26]([Cl:29])=[CH:25][C:24]=2[F:30])([C:21]#[N:22])[CH:10]([CH2:31][C:32]([C:35]([O:37][CH3:38])=[O:36])([CH3:34])[CH3:33])[NH:9]1)=[O:7])(C)(C)C.[F:39][C:40]([F:45])([F:44])[C:41]([OH:43])=[O:42]. The catalyst is ClCCl. The product is [F:39][C:40]([F:45])([F:44])[C:41]([OH:43])=[O:42].[Cl:19][C:15]1[C:14]([F:20])=[C:13]([CH:12]2[C:11]([C:23]3[CH:28]=[CH:27][C:26]([Cl:29])=[CH:25][C:24]=3[F:30])([C:21]#[N:22])[CH:10]([CH2:31][C:32]([C:35]([O:37][CH3:38])=[O:36])([CH3:34])[CH3:33])[NH:9][CH:8]2[C:6]([OH:7])=[O:5])[CH:18]=[CH:17][CH:16]=1. The yield is 0.970. (3) The reactants are [F:1][C:2]1[CH:7]=[CH:6][CH:5]=[CH:4][C:3]=1[C:8]1[N:13]=[C:12]2[C:14]([C:27]3[CH:28]=[C:29]([N:33]4[CH2:38][CH2:37][CH:36]([NH:39][C:40](=[O:46])[O:41][C:42]([CH3:45])([CH3:44])[CH3:43])[CH2:35][CH2:34]4)[CH:30]=[N:31][CH:32]=3)=[CH:15][N:16](S(C3C=CC(C)=CC=3)(=O)=O)[C:11]2=[CH:10][CH:9]=1.[OH-].[Na+]. The catalyst is C1COCC1. The product is [F:1][C:2]1[CH:7]=[CH:6][CH:5]=[CH:4][C:3]=1[C:8]1[N:13]=[C:12]2[C:14]([C:27]3[CH:28]=[C:29]([N:33]4[CH2:38][CH2:37][CH:36]([NH:39][C:40](=[O:46])[O:41][C:42]([CH3:44])([CH3:43])[CH3:45])[CH2:35][CH2:34]4)[CH:30]=[N:31][CH:32]=3)=[CH:15][NH:16][C:11]2=[CH:10][CH:9]=1. The yield is 0.730. (4) The reactants are OO.[CH3:3][O:4][C:5]1[CH:6]=[C:7]2[C:11](=[CH:12][C:13]=1[CH3:14])[NH:10]C(=O)[C:8]2=[O:16].S(=O)(=O)(O)[OH:18]. The catalyst is [OH-].[Na+]. The product is [NH2:10][C:11]1[CH:12]=[C:13]([CH3:14])[C:5]([O:4][CH3:3])=[CH:6][C:7]=1[C:8]([OH:16])=[O:18]. The yield is 0.610. (5) The reactants are [F:1][C:2]1[C:3]([CH2:9]O)=[N:4][CH:5]=[C:6]([F:8])[CH:7]=1.S(Cl)([Cl:13])=O. The catalyst is ClCCl.CN(C)C=O. The product is [ClH:13].[Cl:13][CH2:9][C:3]1[C:2]([F:1])=[CH:7][C:6]([F:8])=[CH:5][N:4]=1. The yield is 0.780. (6) The reactants are [N:1]1([CH2:6][CH2:7][CH2:8][CH2:9][C:10]2[CH:15]=[CH:14][C:13]([OH:16])=[CH:12][CH:11]=2)[CH:5]=[CH:4][N:3]=[N:2]1.C(=O)([O-])[O-].[Cs+].[Cs+].Cl[CH2:24][C:25]1[N:26]=[C:27]([CH:30]=[CH:31][C:32]2[CH:37]=[CH:36][C:35]([Cl:38])=[C:34]([F:39])[CH:33]=2)[O:28][CH:29]=1.[I-].[K+]. The catalyst is CC(=O)CC. The product is [Cl:38][C:35]1[CH:36]=[CH:37][C:32](/[CH:31]=[CH:30]/[C:27]2[O:28][CH:29]=[C:25]([CH2:24][O:16][C:13]3[CH:12]=[CH:11][C:10]([CH2:9][CH2:8][CH2:7][CH2:6][N:1]4[CH:5]=[CH:4][N:3]=[N:2]4)=[CH:15][CH:14]=3)[N:26]=2)=[CH:33][C:34]=1[F:39]. The yield is 0.500.